This data is from Forward reaction prediction with 1.9M reactions from USPTO patents (1976-2016). The task is: Predict the product of the given reaction. Given the reactants [CH3:1][O:2][C:3]1[CH:4]=[C:5]([C:11]2[C:22](=[O:23])[N:21]([CH2:24][CH3:25])[C:14]3[N:15]=[C:16](SC)[N:17]=[N:18][C:13]=3[CH:12]=2)[CH:6]=[C:7]([O:9][CH3:10])[CH:8]=1.[NH2:26][C:27]1[CH:32]=[CH:31][N:30]=[CH:29][CH:28]=1, predict the reaction product. The product is: [CH3:1][O:2][C:3]1[CH:4]=[C:5]([C:11]2[C:22](=[O:23])[N:21]([CH2:24][CH3:25])[C:14]3[N:15]=[C:16]([NH:26][C:27]4[CH:32]=[CH:31][N:30]=[CH:29][CH:28]=4)[N:17]=[N:18][C:13]=3[CH:12]=2)[CH:6]=[C:7]([O:9][CH3:10])[CH:8]=1.